Dataset: Peptide-MHC class I binding affinity with 185,985 pairs from IEDB/IMGT. Task: Regression. Given a peptide amino acid sequence and an MHC pseudo amino acid sequence, predict their binding affinity value. This is MHC class I binding data. (1) The peptide sequence is ILKDPRIASI. The MHC is HLA-A02:06 with pseudo-sequence HLA-A02:06. The binding affinity (normalized) is 0.233. (2) The peptide sequence is IPRLLRTFL. The MHC is HLA-B39:01 with pseudo-sequence HLA-B39:01. The binding affinity (normalized) is 0.0847. (3) The peptide sequence is TLVSLLTFMI. The MHC is HLA-A02:01 with pseudo-sequence HLA-A02:01. The binding affinity (normalized) is 0.272. (4) The peptide sequence is VLMVDSFDPV. The MHC is HLA-A02:03 with pseudo-sequence HLA-A02:03. The binding affinity (normalized) is 0.768. (5) The peptide sequence is YIPFAEDAL. The binding affinity (normalized) is 0.0847. The MHC is HLA-A01:01 with pseudo-sequence HLA-A01:01. (6) The peptide sequence is ASSSNYNTY. The MHC is HLA-C14:02 with pseudo-sequence HLA-C14:02. The binding affinity (normalized) is 0.0847. (7) The peptide sequence is AISDPCMGL. The MHC is HLA-B58:01 with pseudo-sequence HLA-B58:01. The binding affinity (normalized) is 0.0847.